Dataset: Reaction yield outcomes from USPTO patents with 853,638 reactions. Task: Predict the reaction yield, written as a fraction of the theoretical maximum amount of product (1.0 means a 100% yield; for example, 0.34 means a 34% yield). (1) The reactants are [Br:1][C:2]1[CH:10]=[CH:9][CH:8]=[C:7]2[C:3]=1[C:4]([C:20]1[CH:25]=[C:24]([F:26])[C:23]([F:27])=[CH:22][C:21]=1O)([CH2:18][OH:19])[C:5](=[O:17])[N:6]2[CH2:11][C:12]([O:14][CH2:15][CH3:16])=[O:13].C1(CCN2C3C(=CC=CC=3)C(C3C(O)=CC4OCOC=4C=3)(CO)C2=O)CC1. No catalyst specified. The product is [Br:1][C:2]1[CH:10]=[CH:9][CH:8]=[C:7]2[C:3]=1[C:4]1([C:20]3[CH:25]=[C:24]([F:26])[C:23]([F:27])=[CH:22][C:21]=3[O:19][CH2:18]1)[C:5](=[O:17])[N:6]2[CH2:11][C:12]([O:14][CH2:15][CH3:16])=[O:13]. The yield is 0.810. (2) The reactants are [CH3:1][N:2]([CH3:23])[C:3]1[N:8]=[CH:7][C:6]([NH:9][C:10](=[O:18])OC2C=CC=CC=2)=[CH:5][C:4]=1[C:19]([F:22])([F:21])[F:20].[C:24]([C:28]1[CH:32]=[C:31]([CH2:33][NH2:34])[N:30]([C:35]2[CH:40]=[CH:39][CH:38]=[C:37]([Cl:41])[CH:36]=2)[N:29]=1)([CH3:27])([CH3:26])[CH3:25].C(N(CC)CC)C. The catalyst is CS(C)=O.O. The product is [C:24]([C:28]1[CH:32]=[C:31]([CH2:33][NH:34][C:10]([NH:9][C:6]2[CH:7]=[N:8][C:3]([N:2]([CH3:1])[CH3:23])=[C:4]([C:19]([F:20])([F:21])[F:22])[CH:5]=2)=[O:18])[N:30]([C:35]2[CH:40]=[CH:39][CH:38]=[C:37]([Cl:41])[CH:36]=2)[N:29]=1)([CH3:27])([CH3:25])[CH3:26]. The yield is 0.690. (3) The reactants are [CH3:1][O:2][C:3]1[CH:4]=[C:5]([Mg]Br)[CH:6]=[CH:7][CH:8]=1.[N:11]12[CH2:18][CH2:17][C:14]([C:19]([O:21]CC)=O)([CH2:15][CH2:16]1)[CH2:13][CH2:12]2. The catalyst is C1COCC1. The product is [N:11]12[CH2:12][CH2:13][C:14]([C:19]([C:7]3[CH:6]=[CH:5][CH:4]=[C:3]([O:2][CH3:1])[CH:8]=3)([C:5]3[CH:6]=[CH:7][CH:8]=[C:3]([O:2][CH3:1])[CH:4]=3)[OH:21])([CH2:15][CH2:16]1)[CH2:17][CH2:18]2. The yield is 0.929.